This data is from Reaction yield outcomes from USPTO patents with 853,638 reactions. The task is: Predict the reaction yield, written as a fraction of the theoretical maximum amount of product (1.0 means a 100% yield; for example, 0.34 means a 34% yield). The reactants are N1C=CC=CC=1.[Br:7][CH2:8][C:9](Br)=[O:10].[C:12]1([C:18]([OH:21])([CH3:20])[CH3:19])[CH:17]=[CH:16][CH:15]=[CH:14][CH:13]=1. The catalyst is ClCCl. The product is [Br:7][CH2:8][C:9]([O:21][C:18]([C:12]1[CH:17]=[CH:16][CH:15]=[CH:14][CH:13]=1)([CH3:20])[CH3:19])=[O:10]. The yield is 0.300.